Dataset: Reaction yield outcomes from USPTO patents with 853,638 reactions. Task: Predict the reaction yield, written as a fraction of the theoretical maximum amount of product (1.0 means a 100% yield; for example, 0.34 means a 34% yield). The reactants are [NH:1]1[C:5]2=[N:6][CH:7]=[C:8]([CH:10]([NH:12][C:13](=[O:30])[CH2:14][O:15][C:16]3[N:21]=[C:20]4[N:22]([CH3:28])[N:23]=[C:24]([CH:25]5[CH2:27][CH2:26]5)[C:19]4=[C:18]([CH3:29])[CH:17]=3)[CH3:11])[CH:9]=[C:4]2[CH:3]=[CH:2]1.[CH3:31]I.[H-].[Na+]. The catalyst is CN(C=O)C.CCOC(C)=O.O. The product is [CH:25]1([C:24]2[C:19]3[C:20](=[N:21][C:16]([O:15][CH2:14][C:13]([NH:12][CH:10]([C:8]4[CH:9]=[C:4]5[CH:3]=[CH:2][N:1]([CH3:31])[C:5]5=[N:6][CH:7]=4)[CH3:11])=[O:30])=[CH:17][C:18]=3[CH3:29])[N:22]([CH3:28])[N:23]=2)[CH2:27][CH2:26]1. The yield is 0.580.